Predict the reaction yield, written as a fraction of the theoretical maximum amount of product (1.0 means a 100% yield; for example, 0.34 means a 34% yield). From a dataset of Reaction yield outcomes from USPTO patents with 853,638 reactions. (1) The reactants are F[C:2]1[CH:7]=[CH:6][CH:5]=[CH:4][C:3]=1[CH:8]1[CH2:13][CH2:12][CH2:11][N:10]([C:14]([C:16]2[CH:21]=[CH:20][N:19]=[C:18]([N:22]([CH3:24])[CH3:23])[CH:17]=2)=[O:15])[CH2:9]1.[CH3:25]N(C)C1C=C(C=CN=1)C(O)=O.Cl.CC1C=CC(C2CCCNC2)=CC=1. No catalyst specified. The product is [CH3:23][N:22]([CH3:24])[C:18]1[CH:17]=[C:16]([C:14]([N:10]2[CH2:11][CH2:12][CH2:13][CH:8]([C:3]3[CH:4]=[CH:5][C:6]([CH3:25])=[CH:7][CH:2]=3)[CH2:9]2)=[O:15])[CH:21]=[CH:20][N:19]=1. The yield is 0.590. (2) The reactants are [F:1][C:2]1[CH:9]=[C:8]([OH:10])[CH:7]=[CH:6][C:3]=1[C:4]#[N:5].[F:11][C:12]1[CH:19]=[CH:18][C:15]([CH2:16]Br)=[CH:14][CH:13]=1. No catalyst specified. The product is [F:1][C:2]1[CH:9]=[C:8]([O:10][CH2:16][C:15]2[CH:18]=[CH:19][C:12]([F:11])=[CH:13][CH:14]=2)[CH:7]=[CH:6][C:3]=1[C:4]#[N:5]. The yield is 1.00. (3) The reactants are [CH2:1]1[C:10]2[C:5](=[CH:6][CH:7]=[CH:8][CH:9]=2)[CH2:4][CH2:3][NH:2]1.CN(C)C=O.F[C:17]1[CH:22]=[CH:21][C:20]([C:23]([F:26])([F:25])[F:24])=[CH:19][C:18]=1[N+:27]([O-:29])=[O:28]. The catalyst is O. The product is [N+:27]([C:18]1[CH:19]=[C:20]([C:23]([F:24])([F:25])[F:26])[CH:21]=[CH:22][C:17]=1[N:2]1[CH2:3][CH2:4][C:5]2[C:10](=[CH:9][CH:8]=[CH:7][CH:6]=2)[CH2:1]1)([O-:29])=[O:28]. The yield is 0.999.